This data is from Peptide-MHC class II binding affinity with 134,281 pairs from IEDB. The task is: Regression. Given a peptide amino acid sequence and an MHC pseudo amino acid sequence, predict their binding affinity value. This is MHC class II binding data. The peptide sequence is QFKPEEITGIMKDFD. The MHC is DRB1_1001 with pseudo-sequence DRB1_1001. The binding affinity (normalized) is 0.349.